This data is from Reaction yield outcomes from USPTO patents with 853,638 reactions. The task is: Predict the reaction yield, written as a fraction of the theoretical maximum amount of product (1.0 means a 100% yield; for example, 0.34 means a 34% yield). (1) The reactants are [C:1]1([O:7][P:8]([CH2:17][C:18]([CH3:41])=[CH:19][CH2:20][C:21]2[C:22]([O:34][CH2:35][CH2:36][Si:37]([CH3:40])([CH3:39])[CH3:38])=[C:23]3[C:27](=[C:28]([CH3:32])[C:29]=2[O:30][CH3:31])[CH2:26][O:25][C:24]3=[O:33])(=[O:16])[O:9]C2C=CC=CC=2)[CH:6]=[CH:5][CH:4]=[CH:3][CH:2]=1.[OH-].[Na+].CCOC(C)=O. The catalyst is C1COCC1. The product is [C:1]1([O:7][P:8]([CH2:17][C:18]([CH3:41])=[CH:19][CH2:20][C:21]2[C:22]([O:34][CH2:35][CH2:36][Si:37]([CH3:40])([CH3:38])[CH3:39])=[C:23]3[C:27](=[C:28]([CH3:32])[C:29]=2[O:30][CH3:31])[CH2:26][O:25][C:24]3=[O:33])(=[O:9])[OH:16])[CH:2]=[CH:3][CH:4]=[CH:5][CH:6]=1. The yield is 0.380. (2) The reactants are Cl[C:2]1[C:7]([Cl:8])=[CH:6][C:5]([N+:9]([O-:11])=[O:10])=[C:4]([Cl:12])[N:3]=1.CCN(C(C)C)C(C)C.[CH:22]([O:25][C:26]1[NH:30][N:29]=[C:28]([NH2:31])[CH:27]=1)([CH3:24])[CH3:23]. The catalyst is C1COCC1. The product is [Cl:8][C:7]1[C:2]([NH:31][C:28]2[CH:27]=[C:26]([O:25][CH:22]([CH3:24])[CH3:23])[NH:30][N:29]=2)=[N:3][C:4]([Cl:12])=[C:5]([N+:9]([O-:11])=[O:10])[CH:6]=1. The yield is 0.180. (3) The reactants are [C:1](#[N:9])[C:2]1[C:3](=[CH:5][CH:6]=[CH:7][CH:8]=1)[NH2:4].[NH2:10][OH:11]. The catalyst is CCO. The product is [NH2:4][C:3]1[CH:5]=[CH:6][CH:7]=[CH:8][C:2]=1[C:1](=[N:10][OH:11])[NH2:9]. The yield is 0.903. (4) The reactants are [C:1]([O:5][C:6]([N:8]1[CH2:13][CH2:12][CH:11]([CH2:14][NH2:15])[CH2:10][CH2:9]1)=[O:7])([CH3:4])([CH3:3])[CH3:2].[N:16]1[CH:21]=[CH:20][CH:19]=[CH:18][CH:17]=1.BrC1C=CC=CN=1.C(=O)([O-])O.[Na+]. The product is [C:1]([O:5][C:6]([N:8]1[CH2:13][CH2:12][CH:11]([CH2:14][NH:15][C:17]2[CH:18]=[CH:19][CH:20]=[CH:21][N:16]=2)[CH2:10][CH2:9]1)=[O:7])([CH3:4])([CH3:3])[CH3:2]. The yield is 0.450. The catalyst is ClCCl. (5) The reactants are [C:1]([O:5][C:6]([CH2:8][CH2:9][CH2:10][CH2:11][CH2:12][CH2:13][CH2:14][CH2:15][CH2:16][CH2:17][CH2:18][CH2:19][CH2:20][CH2:21][CH2:22][CH2:23][CH2:24][CH2:25][C:26]([NH:28][CH2:29][CH:30]1[CH2:35][CH2:34][CH:33]([C:36]([OH:38])=[O:37])[CH2:32][CH2:31]1)=[O:27])=[O:7])([CH3:4])([CH3:3])[CH3:2].[B-](F)(F)(F)F.CN(C(O[N:52]1[C:57](=[O:58])[CH2:56][CH2:55][C:53]1=[O:54])=[N+](C)C)C. The catalyst is C1COCC1.C(#N)C. The product is [O:54]=[C:53]1[CH2:55][CH2:56][C:57](=[O:58])[N:52]1[O:37][C:36]([CH:33]1[CH2:34][CH2:35][CH:30]([CH2:29][NH:28][C:26](=[O:27])[CH2:25][CH2:24][CH2:23][CH2:22][CH2:21][CH2:20][CH2:19][CH2:18][CH2:17][CH2:16][CH2:15][CH2:14][CH2:13][CH2:12][CH2:11][CH2:10][CH2:9][CH2:8][C:6]([O:5][C:1]([CH3:4])([CH3:2])[CH3:3])=[O:7])[CH2:31][CH2:32]1)=[O:38]. The yield is 0.880. (6) The yield is 0.620. The reactants are [NH2:1][C:2]1[CH:3]=[C:4]2[C:9](=[C:10]([F:12])[CH:11]=1)[N:8]([CH3:13])[C:7](=[O:14])[CH2:6][CH2:5]2.[CH3:15][O:16][C:17]([C@@H:19]1[O:21][CH2:20]1)=[O:18].FC(F)(F)S([O-])(=O)=O.[Li+]. The catalyst is C(#N)C. The product is [CH3:15][O:16][C:17](=[O:18])[CH:19]([OH:21])[CH2:20][NH:1][C:2]1[CH:3]=[C:4]2[C:9](=[C:10]([F:12])[CH:11]=1)[N:8]([CH3:13])[C:7](=[O:14])[CH2:6][CH2:5]2. (7) The reactants are Br[C:2]1[C:27]([F:28])=[CH:26][C:5]([O:6][CH:7]2[CH2:11][CH2:10][N:9]([CH:12]3[CH2:17][CH2:16][N:15]([C:18]([O:20][C:21]([CH3:24])([CH3:23])[CH3:22])=[O:19])[CH2:14][CH2:13]3)[C:8]2=[O:25])=[C:4]([F:29])[CH:3]=1.N#N.[C@@H]1(N)CCCC[C@H]1N.[CH3:40][S:41]([O-:43])=[O:42].[Na+]. The catalyst is CS(C)=O.O. The product is [F:29][C:4]1[CH:3]=[C:2]([S:41]([CH3:40])(=[O:43])=[O:42])[C:27]([F:28])=[CH:26][C:5]=1[O:6][CH:7]1[CH2:11][CH2:10][N:9]([CH:12]2[CH2:17][CH2:16][N:15]([C:18]([O:20][C:21]([CH3:24])([CH3:23])[CH3:22])=[O:19])[CH2:14][CH2:13]2)[C:8]1=[O:25]. The yield is 0.420. (8) The reactants are Br[C:2]1[C:3]([NH2:9])=[N:4][CH:5]=[N:6][C:7]=1Cl.CC(C1C=C(C(C)C)C(C2C=CC=CC=2P(C2CCCCC2)C2CCCCC2)=C(C(C)C)C=1)C.[O:44]1[CH2:49]COC[CH2:45]1. The catalyst is C1C=CC(/C=C/C(/C=C/C2C=CC=CC=2)=O)=CC=1.C1C=CC(/C=C/C(/C=C/C2C=CC=CC=2)=O)=CC=1.C1C=CC(/C=C/C(/C=C/C2C=CC=CC=2)=O)=CC=1.[Pd].[Pd]. The product is [NH2:9][C:3]1[C:2]2[CH2:49][O:44][CH2:45][C:7]=2[N:6]=[CH:5][N:4]=1. The yield is 0.250.